From a dataset of Reaction yield outcomes from USPTO patents with 853,638 reactions. Predict the reaction yield, written as a fraction of the theoretical maximum amount of product (1.0 means a 100% yield; for example, 0.34 means a 34% yield). (1) The reactants are [CH2:1]([O:3][C:4]([C:6]1[O:7][C:8]2[C:13]([C:14](=[O:16])[CH:15]=1)=[CH:12][C:11]([O:17][CH3:18])=[CH:10][C:9]=2Br)=[O:5])[CH3:2].[CH2:20]([N:24]1[CH2:29][CH2:28][NH:27][CH2:26][CH2:25]1)[CH2:21][CH2:22][CH3:23]. No catalyst specified. The product is [CH2:1]([O:3][C:4]([C:6]1[O:7][C:8]2[C:13]([C:14](=[O:16])[CH:15]=1)=[CH:12][C:11]([O:17][CH3:18])=[CH:10][C:9]=2[N:27]1[CH2:28][CH2:29][N:24]([CH2:20][CH2:21][CH2:22][CH3:23])[CH2:25][CH2:26]1)=[O:5])[CH3:2]. The yield is 0.410. (2) The reactants are [CH2:1]([CH:3]([CH2:26][CH3:27])[CH2:4][N:5]1[C:14]2[C:9](=[C:10](OS(C(F)(F)F)(=O)=O)[CH:11]=[CH:12][CH:13]=2)[C:8](=[O:23])[N:7]([CH3:24])[C:6]1=[O:25])[CH3:2].[CH3:28][C:29]1[CH:34]=[C:33]([CH3:35])[CH:32]=[CH:31][C:30]=1OB(O)O.C(=O)([O-])[O-].[K+].[K+].C1(C)C=CC=CC=1. The catalyst is O.C1C=CC([P]([Pd]([P](C2C=CC=CC=2)(C2C=CC=CC=2)C2C=CC=CC=2)([P](C2C=CC=CC=2)(C2C=CC=CC=2)C2C=CC=CC=2)[P](C2C=CC=CC=2)(C2C=CC=CC=2)C2C=CC=CC=2)(C2C=CC=CC=2)C2C=CC=CC=2)=CC=1. The product is [CH3:28][C:29]1[CH:34]=[C:33]([CH3:35])[CH:32]=[CH:31][C:30]=1[C:10]1[CH:11]=[CH:12][CH:13]=[C:14]2[C:9]=1[C:8](=[O:23])[N:7]([CH3:24])[C:6](=[O:25])[N:5]2[CH2:4][CH:3]([CH2:26][CH3:27])[CH2:1][CH3:2]. The yield is 0.410.